Dataset: Reaction yield outcomes from USPTO patents with 853,638 reactions. Task: Predict the reaction yield, written as a fraction of the theoretical maximum amount of product (1.0 means a 100% yield; for example, 0.34 means a 34% yield). (1) The reactants are Br[C:2]1[S:6][C:5]([NH:7][C:8]([NH:10][C:11]2[CH:16]=[CH:15][C:14]([CH3:17])=[CH:13][C:12]=2[C:18]([CH:20]2[CH2:24][CH2:23][CH2:22][CH2:21]2)=[O:19])=[O:9])=[N:4][CH:3]=1.[CH3:25][O:26][C:27](=[O:30])[CH2:28][SH:29]. No catalyst specified. The product is [CH3:25][O:26][C:27](=[O:30])[CH2:28][S:29][C:2]1[S:6][C:5]([NH:7][C:8]([NH:10][C:11]2[CH:16]=[CH:15][C:14]([CH3:17])=[CH:13][C:12]=2[C:18]([CH:20]2[CH2:24][CH2:23][CH2:22][CH2:21]2)=[O:19])=[O:9])=[N:4][CH:3]=1. The yield is 0.300. (2) The reactants are C[N:2](C)[CH:3]=[CH:4][C:5]([C:7]1[C:12](=[O:13])[CH:11]=[CH:10][N:9]([C:14]2[CH:19]=[CH:18][CH:17]=[C:16]([O:20][CH3:21])[CH:15]=2)[N:8]=1)=O.[C:23]1([NH:29]N)[CH:28]=[CH:27][CH:26]=[CH:25][CH:24]=1. The catalyst is CO. The product is [CH3:21][O:20][C:16]1[CH:15]=[C:14]([N:9]2[CH:10]=[CH:11][C:12](=[O:13])[C:7]([C:5]3[N:29]([C:23]4[CH:28]=[CH:27][CH:26]=[CH:25][CH:24]=4)[N:2]=[CH:3][CH:4]=3)=[N:8]2)[CH:19]=[CH:18][CH:17]=1. The yield is 0.140. (3) The reactants are FC1C=C[C:5]([C:6]([OH:8])=[O:7])=CC=1[N+]([O-])=O.F[C:15](F)(F)[C:16]1[CH:17]=[C:18](O)[CH:19]=[CH:20][CH:21]=1.[N+:25]([C:28]1[CH:29]=[C:30]([CH:34]=[CH:35][C:36]=1[O:37][C:38]1[CH:43]=[CH:42][CH:41]=[C:40]([C:44]([F:47])([F:46])[F:45])[CH:39]=1)[C:31]([OH:33])=[O:32])([O-:27])=[O:26].CC(C)[N:50]=C=NC(C)C.[CH:57]1[CH:58]=[CH:59][C:60]2N(O)N=N[C:61]=2[CH:62]=1. The catalyst is CN(C=O)C.CN(C1C=CN=CC=1)C. The product is [N+:25]([C:28]1[CH:29]=[C:30]([CH:34]=[CH:35][C:36]=1[O:37][C:38]1[CH:43]=[CH:42][CH:41]=[C:40]([C:44]([F:45])([F:46])[F:47])[CH:39]=1)[C:31]([OH:33])=[O:32])([O-:27])=[O:26].[C:19]1([C:62]2[CH:61]=[CH:60][CH:59]=[CH:58][CH:57]=2)[CH:18]=[CH:17][C:16]([CH2:15][C@H:5]([NH:50][C:31](=[O:32])[C:30]2[CH:34]=[CH:35][C:36]([O:37][C:38]3[CH:43]=[CH:42][CH:41]=[C:40]([C:44]([F:47])([F:46])[F:45])[CH:39]=3)=[C:28]([N+:25]([O-:27])=[O:26])[CH:29]=2)[C:6]([OH:8])=[O:7])=[CH:21][CH:20]=1. The yield is 0.810. (4) The reactants are [CH2:1]([O:3][C:4](=[O:21])[C:5]1[CH:17]=[C:16]([CH:18]([OH:20])[CH3:19])[CH:15]=[C:7]([C:8]([N:10]([CH3:14])[CH2:11][CH2:12][CH3:13])=[O:9])[CH:6]=1)[CH3:2].CC(OI1(OC(C)=O)(OC(C)=O)OC(=O)C2C=CC=CC1=2)=O. The catalyst is ClCCl. The product is [CH2:1]([O:3][C:4](=[O:21])[C:5]1[CH:17]=[C:16]([C:18](=[O:20])[CH3:19])[CH:15]=[C:7]([C:8]([N:10]([CH3:14])[CH2:11][CH2:12][CH3:13])=[O:9])[CH:6]=1)[CH3:2]. The yield is 0.780. (5) The reactants are CCN(C(C)C)C(C)C.[Br:10][C:11]1[CH:19]=[CH:18][CH:17]=[CH:16][C:12]=1[C:13]([OH:15])=O.CCN=C=NCCCN(C)C.C1C=CC2N(O)N=NC=2C=1.[C:41]([O:45][C:46]([N:48]1[CH2:54][CH2:53][CH2:52][NH:51][CH2:50][CH2:49]1)=[O:47])([CH3:44])([CH3:43])[CH3:42]. The catalyst is CN(C=O)C.O. The product is [C:41]([O:45][C:46]([N:48]1[CH2:54][CH2:53][CH2:52][N:51]([C:13](=[O:15])[C:12]2[CH:16]=[CH:17][CH:18]=[CH:19][C:11]=2[Br:10])[CH2:50][CH2:49]1)=[O:47])([CH3:44])([CH3:42])[CH3:43]. The yield is 0.711. (6) The catalyst is C(O)C.O1CCCC1. The reactants are [C:1]([C:3]1[CH:4]=[C:5]2[C:10](=[CH:11][C:12]=1[O:13][CH2:14][CH:15]1[CH2:20][CH2:19][N:18](OC(OC(C)(C)C)=O)[CH2:17][CH2:16]1)[N:9]=[CH:8][CH:7]=[C:6]2[O:29][C:30]1[CH:31]=[C:32]2[C:36](=[CH:37][CH:38]=1)[NH:35][CH:34]=[CH:33]2)#[N:2].Cl. The yield is 0.0751. The product is [C:1]([C:3]1[CH:4]=[C:5]2[C:10](=[CH:11][C:12]=1[O:13][CH2:14][CH:15]1[CH2:20][CH2:19][NH:18][CH2:17][CH2:16]1)[N:9]=[CH:8][CH:7]=[C:6]2[O:29][C:30]1[CH:31]=[C:32]2[C:36](=[CH:37][CH:38]=1)[NH:35][CH:34]=[CH:33]2)#[N:2]. (7) The reactants are [Cl:1][C:2]1[C:10]2[NH:9][C:8](=O)[N:7](CC3C=CC(OC)=CC=3)[C:6]=2[C:5]([CH:21]([CH2:24][CH3:25])[CH2:22][CH3:23])=[CH:4][CH:3]=1.P(Cl)(Cl)([Cl:28])=O. No catalyst specified. The product is [Cl:28][C:8]1[NH:7][C:6]2[C:5]([CH:21]([CH2:24][CH3:25])[CH2:22][CH3:23])=[CH:4][CH:3]=[C:2]([Cl:1])[C:10]=2[N:9]=1. The yield is 0.560.